This data is from Forward reaction prediction with 1.9M reactions from USPTO patents (1976-2016). The task is: Predict the product of the given reaction. (1) Given the reactants [C:1](Cl)(=[O:9])[O:2][C:3]1[CH:8]=[CH:7][CH:6]=[CH:5][CH:4]=1.N1C=CC=CC=1.[N:17]1[CH:22]=[CH:21][C:20]([NH2:23])=[N:19][CH:18]=1, predict the reaction product. The product is: [N:17]1[CH:22]=[CH:21][C:20]([NH:23][C:1](=[O:9])[O:2][C:3]2[CH:8]=[CH:7][CH:6]=[CH:5][CH:4]=2)=[N:19][CH:18]=1. (2) Given the reactants [Cl:1][C:2]1[CH:7]=[CH:6][C:5]([C:8]2[C:12]([CH2:13][O:14][C:15]3[CH:23]=[CH:22][C:18]([C:19]([OH:21])=O)=[CH:17][N:16]=3)=[CH:11][O:10][N:9]=2)=[CH:4][CH:3]=1.CC1ON=C(C2C=CC=CC=2)C=1COC1C=CC(C(O)=O)=CN=1.[CH2:47]([CH2:49][NH2:50])[OH:48], predict the reaction product. The product is: [Cl:1][C:2]1[CH:3]=[CH:4][C:5]([C:8]2[C:12]([CH2:13][O:14][C:15]3[CH:23]=[CH:22][C:18]([C:19]([NH:50][CH2:49][CH2:47][OH:48])=[O:21])=[CH:17][N:16]=3)=[CH:11][O:10][N:9]=2)=[CH:6][CH:7]=1. (3) Given the reactants [OH:1][CH2:2][C:3]1[O:7][N:6]=[C:5]([C:8]([O:10]CC)=[O:9])[CH:4]=1.[F:13][C:14]1[CH:15]=[C:16]([CH:19]=[C:20]([F:22])[CH:21]=1)[CH2:17]Br.C1OCCOCCOCCOCCOCCOC1.[H-].[Na+].Cl.[OH-].[K+], predict the reaction product. The product is: [F:13][C:14]1[CH:15]=[C:16]([CH:19]=[C:20]([F:22])[CH:21]=1)[CH2:17][O:1][CH2:2][C:3]1[O:7][N:6]=[C:5]([C:8]([OH:10])=[O:9])[CH:4]=1. (4) Given the reactants [N:1]([CH2:4][CH2:5][O:6][CH2:7][CH2:8][S:9]([CH2:12][CH2:13][OH:14])(=[O:11])=[O:10])=[N+:2]=[N-:3].N1C=CC=CC=1.Cl[C:22]([O:24][C:25]1[CH:30]=[CH:29][C:28]([N+:31]([O-:33])=[O:32])=[CH:27][CH:26]=1)=[O:23], predict the reaction product. The product is: [C:22](=[O:23])([O:24][C:25]1[CH:26]=[CH:27][C:28]([N+:31]([O-:33])=[O:32])=[CH:29][CH:30]=1)[O:14][CH2:13][CH2:12][S:9]([CH2:8][CH2:7][O:6][CH2:5][CH2:4][N:1]=[N+:2]=[N-:3])(=[O:11])=[O:10]. (5) Given the reactants [Mg].[CH3:2][O:3][Si:4](OC)([O:7][CH3:8])[O:5][CH3:6].Br[C:12]1[CH:25]=[CH:24][C:23]2[S:22][C:21]3[C:16](=[CH:17][CH:18]=[CH:19][CH:20]=3)[S:15][C:14]=2[CH:13]=1, predict the reaction product. The product is: [CH3:2][O:3][Si:4]([O:7][CH3:8])([O:5][CH3:6])[C:12]1[CH:25]=[CH:24][C:23]2[S:22][C:21]3[C:16](=[CH:17][CH:18]=[CH:19][CH:20]=3)[S:15][C:14]=2[CH:13]=1. (6) Given the reactants [CH2:1]([N:8]([CH2:22][C:23]1[CH:28]=[CH:27][CH:26]=[CH:25][CH:24]=1)[C@H:9]1[CH2:14][CH2:13][C@H:12]([C:15](=O)[C:16]#[C:17][CH2:18][O:19][CH3:20])[CH2:11][CH2:10]1)[C:2]1[CH:7]=[CH:6][CH:5]=[CH:4][CH:3]=1.[NH2:29][NH2:30].O, predict the reaction product. The product is: [CH2:1]([N:8]([CH2:22][C:23]1[CH:28]=[CH:27][CH:26]=[CH:25][CH:24]=1)[C@H:9]1[CH2:14][CH2:13][C@H:12]([C:15]2[CH:16]=[C:17]([CH2:18][O:19][CH3:20])[NH:30][N:29]=2)[CH2:11][CH2:10]1)[C:2]1[CH:7]=[CH:6][CH:5]=[CH:4][CH:3]=1.